From a dataset of Reaction yield outcomes from USPTO patents with 853,638 reactions. Predict the reaction yield, written as a fraction of the theoretical maximum amount of product (1.0 means a 100% yield; for example, 0.34 means a 34% yield). (1) The reactants are [CH2:1]([O:3][C:4]([N:6]1[C:15]2[C:10](=[CH:11][C:12]([C:16]([F:19])([F:18])[F:17])=[CH:13][CH:14]=2)[CH:9]([CH:20]([C:26]2[CH:31]=[C:30]([C:32]([F:35])([F:34])[F:33])[CH:29]=[C:28]([C:36]([F:39])([F:38])[F:37])[CH:27]=2)OS(C)(=O)=O)[CH2:8][CH:7]1[CH2:40][CH3:41])=[O:5])[CH3:2].[BH4-].[Na+]. The catalyst is CN(C=O)C. The product is [CH2:1]([O:3][C:4]([N:6]1[C:15]2[C:10](=[CH:11][C:12]([C:16]([F:17])([F:18])[F:19])=[CH:13][CH:14]=2)[C@H:9]([CH2:20][C:26]2[CH:27]=[C:28]([C:36]([F:37])([F:38])[F:39])[CH:29]=[C:30]([C:32]([F:34])([F:33])[F:35])[CH:31]=2)[CH2:8][C@H:7]1[CH2:40][CH3:41])=[O:5])[CH3:2]. The yield is 0.780. (2) The yield is 0.490. The reactants are Cl[CH2:2][C:3]1[S:7][C:6]2[CH:8]=[C:9]([O:12][C:13]3[S:14][C:15]4[CH:21]=[CH:20][CH:19]=[CH:18][C:16]=4[N:17]=3)[CH:10]=[CH:11][C:5]=2[CH:4]=1.CCN(C(C)C)C(C)C.[NH:31]1[CH2:36][CH2:35][CH2:34][CH2:33][CH2:32]1. The catalyst is CC#N. The product is [N:31]1([CH2:2][C:3]2[S:7][C:6]3[CH:8]=[C:9]([O:12][C:13]4[S:14][C:15]5[CH:21]=[CH:20][CH:19]=[CH:18][C:16]=5[N:17]=4)[CH:10]=[CH:11][C:5]=3[CH:4]=2)[CH2:36][CH2:35][CH2:34][CH2:33][CH2:32]1. (3) The reactants are [N-:1]=[N+:2]=[N-:3].[Na+].[CH3:5][O:6][C:7]([C:9]1[CH:10]=[C:11]([C:20]2[CH:25]=[CH:24][C:23]([CH3:26])=[CH:22][CH:21]=2)[CH:12]=[C:13]([C:15](=O)[NH:16][CH2:17][CH3:18])[CH:14]=1)=[O:8].[Si](Cl)(Cl)(Cl)Cl.C([O-])([O-])=O.[Na+].[Na+]. The catalyst is C(#N)C. The product is [CH3:5][O:6][C:7]([C:9]1[CH:10]=[C:11]([C:20]2[CH:21]=[CH:22][C:23]([CH3:26])=[CH:24][CH:25]=2)[CH:12]=[C:13]([C:15]2[N:16]([CH2:17][CH3:18])[N:3]=[N:2][N:1]=2)[CH:14]=1)=[O:8]. The yield is 0.890. (4) The reactants are C([NH:8][C@H:9]1[CH2:13][O:12][C@@H:11]2[C@@H:14]([O:17][C:18]3[CH:23]=[CH:22][C:21]([F:24])=[CH:20][CH:19]=3)[CH2:15][O:16][C@H:10]12)C1C=CC=CC=1. The catalyst is CO.[Pd]. The product is [F:24][C:21]1[CH:22]=[CH:23][C:18]([O:17][C@@H:14]2[C@H:11]3[O:12][CH2:13][C@H:9]([NH2:8])[C@H:10]3[O:16][CH2:15]2)=[CH:19][CH:20]=1. The yield is 0.660. (5) The reactants are [O:1]1[C:5]2[CH:6]=[CH:7][C:8]([C:10]3([C:13]([NH:15][C:16]4[CH:17]=[C:18]5[C:22](=[CH:23][CH:24]=4)[N:21]([CH2:25][CH2:26]Cl)[CH:20]([C:28]([CH3:31])([CH3:30])[CH3:29])[CH2:19]5)=[O:14])[CH2:12][CH2:11]3)=[CH:9][C:4]=2[O:3][CH2:2]1.[C-:32]#[N:33].[Na+]. The catalyst is C(O)C.O. The product is [O:1]1[C:5]2[CH:6]=[CH:7][C:8]([C:10]3([C:13]([NH:15][C:16]4[CH:17]=[C:18]5[C:22](=[CH:23][CH:24]=4)[N:21]([CH2:25][CH2:26][C:32]#[N:33])[CH:20]([C:28]([CH3:31])([CH3:30])[CH3:29])[CH2:19]5)=[O:14])[CH2:12][CH2:11]3)=[CH:9][C:4]=2[O:3][CH2:2]1. The yield is 0.770. (6) The catalyst is CN(C)C=O. The product is [CH:23]([C:26]1[N:30]=[C:29]([CH:31]2[CH2:36][CH2:35][N:34]([C:2]3[C:7]([C:8](=[O:10])[CH3:9])=[C:6]([NH:11][C:12]4[CH:13]=[N:14][C:15]([S:18]([CH3:21])(=[O:20])=[O:19])=[CH:16][CH:17]=4)[N:5]=[CH:4][N:3]=3)[CH2:33][CH2:32]2)[O:28][N:27]=1)([CH3:25])[CH3:24]. The reactants are Cl[C:2]1[C:7]([C:8](=[O:10])[CH3:9])=[C:6]([NH:11][C:12]2[CH:13]=[N:14][C:15]([S:18]([CH3:21])(=[O:20])=[O:19])=[CH:16][CH:17]=2)[N:5]=[CH:4][N:3]=1.Cl.[CH:23]([C:26]1[N:30]=[C:29]([CH:31]2[CH2:36][CH2:35][NH:34][CH2:33][CH2:32]2)[O:28][N:27]=1)([CH3:25])[CH3:24].C(=O)([O-])[O-].[K+].[K+].O. The yield is 0.310. (7) The reactants are [CH2:1]([N:8]1[CH:13]2[CH2:14][CH2:15][CH:9]1[CH2:10][CH:11]([N:16]1[CH2:21][CH2:20][NH:19][CH2:18][CH2:17]1)[CH2:12]2)[C:2]1[CH:7]=[CH:6][CH:5]=[CH:4][CH:3]=1.CCN(CC)CC.[CH3:29][C:30]([O:33][C:34](O[C:34]([O:33][C:30]([CH3:32])([CH3:31])[CH3:29])=[O:35])=[O:35])([CH3:32])[CH3:31]. The catalyst is C(Cl)Cl. The product is [CH2:1]([N:8]1[CH:9]2[CH2:15][CH2:14][CH:13]1[CH2:12][CH:11]([N:16]1[CH2:21][CH2:20][N:19]([C:34]([O:33][C:30]([CH3:32])([CH3:31])[CH3:29])=[O:35])[CH2:18][CH2:17]1)[CH2:10]2)[C:2]1[CH:3]=[CH:4][CH:5]=[CH:6][CH:7]=1. The yield is 0.610.